From a dataset of Full USPTO retrosynthesis dataset with 1.9M reactions from patents (1976-2016). Predict the reactants needed to synthesize the given product. (1) Given the product [CH2:1]([N:3]1[CH:8]2[CH2:9][CH2:10][CH:4]1[CH2:5][CH:6]([C:11]1[N:16]3[N:17]=[C:18]([C:21]4[CH:26]=[CH:25][N:24]=[CH:23][CH:22]=4)[C:19]([C:33]4[CH:32]=[CH:31][N:30]=[C:29]([O:28][CH3:27])[CH:34]=4)=[C:15]3[N:14]=[CH:13][CH:12]=1)[CH2:7]2)[CH3:2], predict the reactants needed to synthesize it. The reactants are: [CH2:1]([N:3]1[CH:8]2[CH2:9][CH2:10][CH:4]1[CH2:5][CH:6]([C:11]1[N:16]3[N:17]=[C:18]([C:21]4[CH:26]=[CH:25][N:24]=[CH:23][CH:22]=4)[C:19](I)=[C:15]3[N:14]=[CH:13][CH:12]=1)[CH2:7]2)[CH3:2].[CH3:27][O:28][C:29]1[CH:34]=[C:33](B(O)O)[CH:32]=[CH:31][N:30]=1.C(=O)([O-])[O-].[K+].[K+].C(=O)(O)[O-].[Na+]. (2) The reactants are: [CH2:1]([NH:8][C:9]1[CH:14]=[C:13]([NH:15][C:16]2[CH:21]=[CH:20][C:19]([N:22]3[CH2:27][CH2:26][CH:25]([C:28](OCC)=[O:29])[CH2:24][CH2:23]3)=[CH:18][CH:17]=2)[N:12]=[CH:11][C:10]=1[CH2:33][C:34]([NH2:36])=[O:35])[C:2]1[CH:7]=[CH:6][CH:5]=[CH:4][CH:3]=1.[CH2:37]([CH2:39][NH2:40])[OH:38]. Given the product [CH2:1]([NH:8][C:9]1[CH:14]=[C:13]([NH:15][C:16]2[CH:21]=[CH:20][C:19]([N:22]3[CH2:23][CH2:24][CH:25]([C:28](=[O:29])[NH:40][CH2:39][CH2:37][OH:38])[CH2:26][CH2:27]3)=[CH:18][CH:17]=2)[N:12]=[CH:11][C:10]=1[CH2:33][C:34]([NH2:36])=[O:35])[C:2]1[CH:7]=[CH:6][CH:5]=[CH:4][CH:3]=1, predict the reactants needed to synthesize it. (3) Given the product [C:1]1([S:7]([CH2:10][C:11]2[C:12]([N+:18]([O-:20])=[O:19])=[C:13]([N:25]3[CH2:26][CH2:27][N:22]([CH3:21])[CH2:23][CH2:24]3)[CH:14]=[CH:15][CH:16]=2)(=[O:9])=[O:8])[CH:6]=[CH:5][CH:4]=[CH:3][CH:2]=1, predict the reactants needed to synthesize it. The reactants are: [C:1]1([S:7]([CH2:10][C:11]2[CH:16]=[CH:15][CH:14]=[C:13](Cl)[C:12]=2[N+:18]([O-:20])=[O:19])(=[O:9])=[O:8])[CH:6]=[CH:5][CH:4]=[CH:3][CH:2]=1.[CH3:21][N:22]1[CH2:27][CH2:26][NH:25][CH2:24][CH2:23]1. (4) The reactants are: Br[C:2]1[CH:3]=[CH:4][C:5]2[N:6]([CH:8]=[C:9]([C:11]([NH:13][C:14]3[CH:19]=[CH:18][CH:17]=[CH:16][CH:15]=3)=[O:12])[N:10]=2)[CH:7]=1.[I:20]C1C=CC2N(C=C(C(OCC)=O)N=2)C=1. Given the product [I:20][C:2]1[CH:3]=[CH:4][C:5]2[N:6]([CH:8]=[C:9]([C:11]([NH:13][C:14]3[CH:19]=[CH:18][CH:17]=[CH:16][CH:15]=3)=[O:12])[N:10]=2)[CH:7]=1, predict the reactants needed to synthesize it. (5) Given the product [F:17][C:14]1[CH:13]=[CH:12][C:11]([CH:8]2[N:7]([S:18]([C:21]3[CH:22]=[CH:23][C:24]([CH3:27])=[CH:25][CH:26]=3)(=[O:20])=[O:19])[CH:6]([CH2:5][CH2:4][CH2:3][OH:2])[CH2:10][CH2:9]2)=[CH:16][CH:15]=1, predict the reactants needed to synthesize it. The reactants are: C[O:2][C:3](=O)[CH2:4][CH2:5][CH:6]1[CH2:10][CH2:9][CH:8]([C:11]2[CH:16]=[CH:15][C:14]([F:17])=[CH:13][CH:12]=2)[N:7]1[S:18]([C:21]1[CH:26]=[CH:25][C:24]([CH3:27])=[CH:23][CH:22]=1)(=[O:20])=[O:19].[H-].[Al+3].[Li+].[H-].[H-].[H-].CCCCCC. (6) Given the product [CH:27]1([C:26]2[N:25]([CH3:30])[N:24]=[CH:23][C:22]=2[C:20]2[CH:19]=[C:4]3[C:3]([C@:2]4([CH3:1])[C:8]([CH3:10])([CH3:9])[C@H:5]3[CH2:6][CH2:7]4)=[N:33][N:32]=2)[CH2:29][CH2:28]1, predict the reactants needed to synthesize it. The reactants are: [CH3:1][C@@:2]12[C:8]([CH3:10])([CH3:9])[C@@H:5]([CH2:6][CH2:7]1)[C:4](=O)[C:3]2=O.COP([CH2:19][C:20]([C:22]1[CH:23]=[N:24][N:25]([CH3:30])[C:26]=1[CH:27]1[CH2:29][CH2:28]1)=O)(=O)OC.O.[NH2:32][NH2:33]. (7) The reactants are: [F:1][C:2]1[C:7]2[O:8][CH2:9][CH2:10][NH:11][C:6]=2[CH:5]=[C:4]([B:12]2[O:16][C:15]([CH3:18])([CH3:17])[C:14]([CH3:20])([CH3:19])[O:13]2)[CH:3]=1.C([O-])([O-])=O.[K+].[K+].N#N.[CH2:29](Br)[CH:30]=[CH2:31]. Given the product [CH2:31]([N:11]1[CH2:10][CH2:9][O:8][C:7]2[C:2]([F:1])=[CH:3][C:4]([B:12]3[O:16][C:15]([CH3:18])([CH3:17])[C:14]([CH3:20])([CH3:19])[O:13]3)=[CH:5][C:6]1=2)[CH:30]=[CH2:29], predict the reactants needed to synthesize it. (8) Given the product [N:15]1([CH:11]([C:3]2[CH:4]=[CH:5][S:1][CH:2]=2)[C:10]([OH:14])=[O:13])[CH2:18][CH2:17][CH2:16]1, predict the reactants needed to synthesize it. The reactants are: [S:1]1[CH:5]=[CH:4][C:3](B(O)O)=[CH:2]1.O.[C:10]([OH:14])(=[O:13])[CH:11]=O.[NH:15]1[CH2:18][CH2:17][CH2:16]1.